This data is from Full USPTO retrosynthesis dataset with 1.9M reactions from patents (1976-2016). The task is: Predict the reactants needed to synthesize the given product. Given the product [CH:1]1([C:4]2[N:9]=[C:8]([NH2:10])[CH:7]=[CH:6][CH:5]=2)[CH2:3][CH2:2]1, predict the reactants needed to synthesize it. The reactants are: [CH:1]([C:4]1[N:9]=[C:8]([NH2:10])[CH:7]=[CH:6][CH:5]=1)([CH3:3])[CH3:2].C1(C2N=C(NC(=O)C(C)(C)C)C=CC=2)CC1.